This data is from M1 muscarinic receptor agonist screen with 61,833 compounds. The task is: Binary Classification. Given a drug SMILES string, predict its activity (active/inactive) in a high-throughput screening assay against a specified biological target. (1) The compound is Brc1ccc(S(=O)(=O)Cc2oc(C(=O)N3CCC4(OCCO4)CC3)cc2)cc1. The result is 0 (inactive). (2) The compound is O=C(NC1CCN(CC1)Cc1ccccc1)CCC(=O)NCc1occc1. The result is 0 (inactive). (3) The molecule is Clc1ccc(Cn2c(nc3n(c(=O)n(c(=O)c23)C)C)CN2CC(OC(C2)C)C)cc1. The result is 0 (inactive). (4) The compound is S(CC(=O)Nc1n(nc(c2c(cc(c(c2)C)C)C)c1)c1ccccc1)c1n(C)cnn1. The result is 0 (inactive). (5) The result is 0 (inactive). The molecule is O1CCN(CC1)Cc1ccc(cc1)C(=O)NCc1cc2OCOc2cc1. (6) The result is 0 (inactive). The molecule is O=C1N(C(=O)CC1N1CCC(CC1)Cc1ccccc1)CC. (7) The molecule is O=C1N(C(=O)C2C1C(NC2c1c(O)cc(OC)cc1)(CC(C)C)C(O)=O)CCCC. The result is 0 (inactive). (8) The compound is O=C/1N(c2c(c(ccc2)C)C)C(=O)NC(=O)C1=C/NCCCN(CC)CC. The result is 0 (inactive).